From a dataset of Reaction yield outcomes from USPTO patents with 853,638 reactions. Predict the reaction yield, written as a fraction of the theoretical maximum amount of product (1.0 means a 100% yield; for example, 0.34 means a 34% yield). The yield is 0.440. The catalyst is C(N(CC)CC)C. The product is [CH3:21][C:22]1[CH:27]=[CH:26][CH:25]=[C:24]([CH3:28])[C:23]=1[N:29]1[C:5]([C:7]2[CH:17]=[CH:16][C:10]3[O:11][CH2:12][C:13](=[O:15])[NH:14][C:9]=3[CH:8]=2)=[CH:4][C:3]([C:2]([F:20])([F:19])[F:1])=[N:30]1. The reactants are [F:1][C:2]([F:20])([F:19])[C:3](=O)[CH2:4][C:5]([C:7]1[CH:17]=[CH:16][C:10]2[O:11][CH2:12][C:13](=[O:15])[NH:14][C:9]=2[CH:8]=1)=O.[CH3:21][C:22]1[CH:27]=[CH:26][CH:25]=[C:24]([CH3:28])[C:23]=1[NH:29][NH2:30].